From a dataset of Catalyst prediction with 721,799 reactions and 888 catalyst types from USPTO. Predict which catalyst facilitates the given reaction. (1) Reactant: CN(C([O:8]N1N=NC2C=CC=NC1=2)=[N+](C)C)C.F[P-](F)(F)(F)(F)F.[NH2:25][C@H:26]([CH2:30][C@H:31]([NH:46][C:47]([C:49]1[N:50]=[N:51][NH:52][CH:53]=1)=[O:48])[CH2:32][C:33]1[CH:38]=[CH:37][C:36]([C:39]2[CH:44]=[CH:43][CH:42]=[CH:41][C:40]=2[F:45])=[CH:35][CH:34]=1)[C:27]([OH:29])=[O:28].[CH3:54][CH2:55][N:56](C(C)C)C(C)C. Product: [NH2:56][CH2:55][C:54]([NH:25][C@H:26]([CH2:30][C@H:31]([NH:46][C:47]([C:49]1[N:50]=[N:51][NH:52][CH:53]=1)=[O:48])[CH2:32][C:33]1[CH:34]=[CH:35][C:36]([C:39]2[CH:44]=[CH:43][CH:42]=[CH:41][C:40]=2[F:45])=[CH:37][CH:38]=1)[C:27]([OH:29])=[O:28])=[O:8]. The catalyst class is: 3. (2) Reactant: C(OC([N:11]1[CH2:19][C:18]2([NH:20][C:21]([O:23][C:24]([CH3:27])([CH3:26])[CH3:25])=[O:22])[CH:13]([CH2:14][CH2:15][CH2:16][CH2:17]2)[CH2:12]1)=O)C1C=CC=CC=1.[H][H]. The catalyst class is: 352. Product: [C:24]([O:23][C:21]([NH:20][C:18]12[CH2:17][CH2:16][CH2:15][CH:14]1[CH2:13][CH2:12][NH:11][CH2:19]2)=[O:22])([CH3:25])([CH3:26])[CH3:27]. (3) Reactant: [N:1]([CH2:4][C:5]1[CH2:11][CH2:10][NH:9][C:8]2[N:12]=[CH:13][N:14]=[C:15]([NH:16][C:17]3[CH:22]=[CH:21][C:20]([O:23][C:24]4[CH:29]=[CH:28][CH:27]=[C:26]([C:30]([F:33])([F:32])[F:31])[CH:25]=4)=[C:19]([Cl:34])[CH:18]=3)[C:7]=2[CH:6]=1)=[N+]=[N-].C1(P(C2C=CC=CC=2)C2C=CC=CC=2)C=CC=CC=1. The catalyst class is: 30. Product: [ClH:34].[ClH:34].[NH2:1][CH2:4][C:5]1[CH2:11][CH2:10][NH:9][C:8]2[N:12]=[CH:13][N:14]=[C:15]([NH:16][C:17]3[CH:22]=[CH:21][C:20]([O:23][C:24]4[CH:29]=[CH:28][CH:27]=[C:26]([C:30]([F:32])([F:33])[F:31])[CH:25]=4)=[C:19]([Cl:34])[CH:18]=3)[C:7]=2[CH:6]=1. (4) Reactant: [Br:1][C:2]1[CH:3]=[C:4]([CH:11]=[CH:12][CH:13]=1)[CH2:5][CH:6]([C:9]#[N:10])[C:7]#[N:8].[H-].[Na+].Br[CH2:17][CH2:18][F:19]. Product: [Br:1][C:2]1[CH:3]=[C:4]([CH:11]=[CH:12][CH:13]=1)[CH2:5][C:6]([CH2:17][CH2:18][F:19])([C:7]#[N:8])[C:9]#[N:10]. The catalyst class is: 9. (5) Reactant: [BH4-].[Na+].[CH2:3]([O:10][C:11]([NH:13][C@H:14]([C:22]1[CH:27]=[CH:26][C:25]([O:28][CH3:29])=[CH:24][CH:23]=1)[C@H:15]([OH:21])[C:16](OCC)=[O:17])=[O:12])[C:4]1[CH:9]=[CH:8][CH:7]=[CH:6][CH:5]=1. Product: [CH2:3]([O:10][C:11](=[O:12])[NH:13][C@H:14]([C:22]1[CH:27]=[CH:26][C:25]([O:28][CH3:29])=[CH:24][CH:23]=1)[C@H:15]([OH:21])[CH2:16][OH:17])[C:4]1[CH:9]=[CH:8][CH:7]=[CH:6][CH:5]=1. The catalyst class is: 36. (6) Reactant: [CH:1]1[C:10]2[C:5](=[CH:6][CH:7]=[CH:8][CH:9]=2)[CH:4]=[CH:3][C:2]=1[O:11][CH2:12][CH2:13][NH2:14].C(N(CC)CC)C.Cl[CH2:23][CH2:24][S:25](Cl)(=[O:27])=[O:26]. Product: [CH:1]1[C:10]2[C:5](=[CH:6][CH:7]=[CH:8][CH:9]=2)[CH:4]=[CH:3][C:2]=1[O:11][CH2:12][CH2:13][NH:14][S:25]([CH:24]=[CH2:23])(=[O:27])=[O:26]. The catalyst class is: 2. (7) Reactant: [CH2:1]([O:3][C:4](=[O:19])[C:5]([CH3:18])([CH3:17])[CH2:6][CH2:7][CH:8]=[CH:9][C:10]1[CH:15]=[CH:14][CH:13]=[CH:12][C:11]=1[Cl:16])[CH3:2].[BrH:20]. Product: [CH2:1]([O:3][C:4](=[O:19])[C:5]([CH3:18])([CH3:17])[CH2:6][CH2:7][CH2:8][CH:9]([Br:20])[C:10]1[CH:15]=[CH:14][CH:13]=[CH:12][C:11]=1[Cl:16])[CH3:2]. The catalyst class is: 15. (8) The catalyst class is: 85. Reactant: [F:1][C:2]1[C:7]2[CH2:8][CH2:9][NH:10][CH2:11][CH2:12][C:6]=2[C:5]([OH:13])=[CH:4][CH:3]=1.CCN(C(C)C)C(C)C.Cl[C:24]([O:26][CH2:27][C:28]1[CH:33]=[CH:32][CH:31]=[CH:30][CH:29]=1)=[O:25]. Product: [CH2:27]([O:26][C:24]([N:10]1[CH2:9][CH2:8][C:7]2[C:2]([F:1])=[CH:3][CH:4]=[C:5]([OH:13])[C:6]=2[CH2:12][CH2:11]1)=[O:25])[C:28]1[CH:33]=[CH:32][CH:31]=[CH:30][CH:29]=1. (9) Reactant: [Br:1][C:2]1[C:10]2[C:9]3[CH2:11][N:12]([CH2:21][C:22]([F:25])([F:24])[F:23])[C:13](=[O:20])[C@H:14]([CH2:16][C:17](O)=[O:18])[CH2:15][C:8]=3[CH:7]=[C:6]([Br:26])[C:5]=2[NH:4][N:3]=1.C(N(CC)C(C)C)(C)C.CN(C(ON1N=NC2C=CC=CC1=2)=[N+](C)C)C.[B-](F)(F)(F)F.Cl.[NH:59]1[CH2:64][CH2:63][CH:62]([C:65]2[C:66](=[O:75])[NH:67][C:68]3[C:73]([CH:74]=2)=[CH:72][CH:71]=[CH:70][CH:69]=3)[CH2:61][CH2:60]1. Product: [Br:1][C:2]1[C:10]2[C:9]3[CH2:11][N:12]([CH2:21][C:22]([F:25])([F:23])[F:24])[C:13](=[O:20])[C@H:14]([CH2:16][C:17](=[O:18])[N:59]4[CH2:60][CH2:61][CH:62]([C:65]5[C:66](=[O:75])[NH:67][C:68]6[C:73]([CH:74]=5)=[CH:72][CH:71]=[CH:70][CH:69]=6)[CH2:63][CH2:64]4)[CH2:15][C:8]=3[CH:7]=[C:6]([Br:26])[C:5]=2[NH:4][N:3]=1. The catalyst class is: 9.